This data is from Merck oncology drug combination screen with 23,052 pairs across 39 cell lines. The task is: Regression. Given two drug SMILES strings and cell line genomic features, predict the synergy score measuring deviation from expected non-interaction effect. (1) Drug 1: O=C(O)C1(Cc2cccc(Nc3nccs3)n2)CCC(Oc2cccc(Cl)c2F)CC1. Drug 2: Cn1c(=O)n(-c2ccc(C(C)(C)C#N)cc2)c2c3cc(-c4cnc5ccccc5c4)ccc3ncc21. Cell line: LOVO. Synergy scores: synergy=22.5. (2) Drug 1: CCN(CC)CCNC(=O)c1c(C)[nH]c(C=C2C(=O)Nc3ccc(F)cc32)c1C. Drug 2: Cn1c(=O)n(-c2ccc(C(C)(C)C#N)cc2)c2c3cc(-c4cnc5ccccc5c4)ccc3ncc21. Cell line: NCIH1650. Synergy scores: synergy=17.7. (3) Drug 1: N#Cc1ccc(Cn2cncc2CN2CCN(c3cccc(Cl)c3)C(=O)C2)cc1. Drug 2: NC1(c2ccc(-c3nc4ccn5c(=O)[nH]nc5c4cc3-c3ccccc3)cc2)CCC1. Cell line: MSTO. Synergy scores: synergy=9.10. (4) Drug 1: CC(=O)OC1C(=O)C2(C)C(O)CC3OCC3(OC(C)=O)C2C(OC(=O)c2ccccc2)C2(O)CC(OC(=O)C(O)C(NC(=O)c3ccccc3)c3ccccc3)C(C)=C1C2(C)C. Cell line: OCUBM. Drug 2: Cn1nnc2c(C(N)=O)ncn2c1=O. Synergy scores: synergy=-18.8. (5) Drug 1: O=S1(=O)NC2(CN1CC(F)(F)F)C1CCC2Cc2cc(C=CCN3CCC(C(F)(F)F)CC3)ccc2C1. Drug 2: O=P1(N(CCCl)CCCl)NCCCO1. Cell line: KPL1. Synergy scores: synergy=-2.91. (6) Drug 1: COC12C(COC(N)=O)C3=C(C(=O)C(C)=C(N)C3=O)N1CC1NC12. Drug 2: Cn1cc(-c2cnn3c(N)c(Br)c(C4CCCNC4)nc23)cn1. Cell line: LOVO. Synergy scores: synergy=-11.3. (7) Drug 1: C#Cc1cccc(Nc2ncnc3cc(OCCOC)c(OCCOC)cc23)c1. Drug 2: CCc1cnn2c(NCc3ccc[n+]([O-])c3)cc(N3CCCCC3CCO)nc12. Cell line: ES2. Synergy scores: synergy=2.01.